Task: Predict the product of the given reaction.. Dataset: Forward reaction prediction with 1.9M reactions from USPTO patents (1976-2016) Given the reactants [NH:1]1[C:5](=[O:6])[CH2:4][CH2:3][C@H:2]1[C:7]([NH:9][C@H:10]([C:36]([NH:38][C@H:39]([C:50]([NH:52][C@H:53]([C:60]([NH:62][C@H:63]([C:76]([NH:78][C@@H:79]([C:91]([NH:93][C@H:94]([C:99]([NH:101][C@H:102]([C:127]([N:129]1[CH2:138][CH2:137][CH2:136][C@H:130]1[C:131]([NH:133][CH2:134][CH3:135])=[O:132])=[O:128])[CH2:103][CH2:104][CH2:105][NH:106][C:107](=[NH:126])[NH:108]S(C1C(C)=C2C(OC(C2)(C)C)=C(C)C=1C)(=O)=O)=[O:100])[CH2:95][CH:96]([CH3:98])[CH3:97])=[O:92])[CH2:80][C:81]1[C:89]2[C:84](=[CH:85][CH:86]=[CH:87][CH:88]=2)[NH:83][C:82]=1[CH3:90])=[O:77])[CH2:64][C:65]1[CH:70]=[CH:69][C:68]([O:71]C(C)(C)C)=[CH:67][CH:66]=1)=[O:61])[CH2:54][O:55]C(C)(C)C)=[O:51])[CH2:40][C:41]1[C:49]2[C:44](=[CH:45][CH:46]=[CH:47][CH:48]=2)[NH:43][CH:42]=1)=[O:37])[CH2:11][C:12]1[N:16]=[CH:15][N:14](C(C2C=CC=CC=2)(C2C=CC=CC=2)C2C=CC=CC=2)[CH:13]=1)=[O:8].C(O)(C(F)(F)F)=O, predict the reaction product. The product is: [NH:1]1[C:5](=[O:6])[CH2:4][CH2:3][C@H:2]1[C:7]([NH:9][C@H:10]([C:36]([NH:38][C@H:39]([C:50]([NH:52][C@H:53]([C:60]([NH:62][C@H:63]([C:76]([NH:78][C@@H:79]([C:91]([NH:93][C@H:94]([C:99]([NH:101][C@H:102]([C:127]([N:129]1[CH2:138][CH2:137][CH2:136][C@H:130]1[C:131]([NH:133][CH2:134][CH3:135])=[O:132])=[O:128])[CH2:103][CH2:104][CH2:105][NH:106][C:107](=[NH:108])[NH2:126])=[O:100])[CH2:95][CH:96]([CH3:98])[CH3:97])=[O:92])[CH2:80][C:81]1[C:89]2[C:84](=[CH:85][CH:86]=[CH:87][CH:88]=2)[NH:83][C:82]=1[CH3:90])=[O:77])[CH2:64][C:65]1[CH:70]=[CH:69][C:68]([OH:71])=[CH:67][CH:66]=1)=[O:61])[CH2:54][OH:55])=[O:51])[CH2:40][C:41]1[C:49]2[C:44](=[CH:45][CH:46]=[CH:47][CH:48]=2)[NH:43][CH:42]=1)=[O:37])[CH2:11][C:12]1[N:16]=[CH:15][NH:14][CH:13]=1)=[O:8].